This data is from Forward reaction prediction with 1.9M reactions from USPTO patents (1976-2016). The task is: Predict the product of the given reaction. (1) Given the reactants [CH3:1][N:2]([CH3:14])[S:3]([C:6]1[CH:11]=[CH:10][C:9](Br)=[C:8]([CH3:13])[CH:7]=1)(=[O:5])=[O:4].C([O-])(=O)C.[K+].[CH3:20][O:21][C:22]1[CH:27]=[CH:26][N:25]=[C:24]([CH2:28][CH2:29][C:30]2[NH:39][C:33]3=[N:34][CH:35]=[C:36](I)[CH:37]=[C:32]3[N:31]=2)[CH:23]=1.C(=O)([O-])[O-].[K+].[K+].[Cl-].[Li+], predict the reaction product. The product is: [CH3:20][O:21][C:22]1[CH:27]=[CH:26][N:25]=[C:24]([CH2:28][CH2:29][C:30]2[NH:39][C:33]3=[N:34][CH:35]=[C:36]([C:9]4[CH:10]=[CH:11][C:6]([S:3]([N:2]([CH3:14])[CH3:1])(=[O:5])=[O:4])=[CH:7][C:8]=4[CH3:13])[CH:37]=[C:32]3[N:31]=2)[CH:23]=1. (2) Given the reactants [C:1]([NH:4][C:5]1[CH:14]=[CH:13][C:8]([C:9]([O:11][CH3:12])=[O:10])=[C:7]([O:15][CH3:16])[CH:6]=1)(=[O:3])[CH3:2].[N+:17]([O-])([OH:19])=[O:18], predict the reaction product. The product is: [C:1]([NH:4][C:5]1[C:14]([N+:17]([O-:19])=[O:18])=[CH:13][C:8]([C:9]([O:11][CH3:12])=[O:10])=[C:7]([O:15][CH3:16])[CH:6]=1)(=[O:3])[CH3:2]. (3) Given the reactants C[O:2][C:3]([C:5]1[N:6]=[C:7]2[C:12]([C:13]([F:16])([F:15])[F:14])=[CH:11][CH:10]=[CH:9][N:8]2[CH:17]=1)=[O:4].[OH-].[Na+], predict the reaction product. The product is: [F:15][C:13]([F:14])([F:16])[C:12]1[C:7]2[N:8]([CH:17]=[C:5]([C:3]([OH:4])=[O:2])[N:6]=2)[CH:9]=[CH:10][CH:11]=1. (4) The product is: [Br:1][C:2]1[CH:3]=[CH:4][C:5]([CH2:8][C:9]([O:11][C:22]([CH3:25])([CH3:24])[CH3:23])=[O:10])=[CH:6][CH:7]=1. Given the reactants [Br:1][C:2]1[CH:7]=[CH:6][C:5]([CH2:8][C:9]([OH:11])=[O:10])=[CH:4][CH:3]=1.B(F)(F)F.CCOCC.O.[C:22](OC(C)=O)([CH3:25])([CH3:24])[CH3:23], predict the reaction product. (5) Given the reactants [CH2:1]([O:8]C1C=CC=CC=1OC1CN([C@@H](CC2CCCCC2)C(O)=O)C(=O)C=1)[C:2]1[CH:7]=[CH:6][CH:5]=[CH:4][CH:3]=1.Cl.CN(C)[CH2:36][CH2:37][CH2:38]N=C=NCC.[CH:45](N(CC)C(C)C)(C)C.ON1C2C=CC=CC=2N=N1.Cl.[OH:65][C@@H:66]([CH2:96]O)[CH2:67][N:68]1[CH:72]=[CH:71][C:70]([NH:73][C:74](=[O:95])[C@@H:75]([N:80]2[CH2:84][C:83]([O:85][C:86]3[CH:91]=[CH:90][CH:89]=[C:88](Cl)[C:87]=3Cl)=[CH:82][C:81]2=[O:94])[CH2:76][CH:77]([CH3:79])[CH3:78])=[N:69]1, predict the reaction product. The product is: [CH2:1]([O:8][C:87]1[CH:88]=[CH:89][CH:90]=[CH:91][C:86]=1[O:85][C:83]1[CH2:84][N:80]([C@@H:75]([CH2:76][CH:77]2[CH2:78][CH2:38][CH2:37][CH2:36][CH2:79]2)[C:74]([NH:73][C:70]2[CH:71]=[CH:72][N:68]([CH2:67][C:66]([OH:65])([CH3:45])[CH3:96])[N:69]=2)=[O:95])[C:81](=[O:94])[CH:82]=1)[C:2]1[CH:7]=[CH:6][CH:5]=[CH:4][CH:3]=1. (6) Given the reactants [I:1]N1C(=O)CCC1=O.[Si:9]([O:16][CH2:17][C@@H:18]([N:20]1[C:24]2[N:25]=[CH:26][N:27]=[CH:28][C:23]=2[CH:22]=[CH:21]1)[CH3:19])([C:12]([CH3:15])([CH3:14])[CH3:13])([CH3:11])[CH3:10].S([O-])([O-])(=O)=S.[Na+].[Na+], predict the reaction product. The product is: [Si:9]([O:16][CH2:17][C@@H:18]([N:20]1[C:24]2[N:25]=[CH:26][N:27]=[CH:28][C:23]=2[C:22]([I:1])=[CH:21]1)[CH3:19])([C:12]([CH3:13])([CH3:14])[CH3:15])([CH3:10])[CH3:11]. (7) Given the reactants C([O:3][C:4](=O)[C:5](=[C:17]1[C:23]2[CH:24]=[CH:25][CH:26]=[CH:27][C:22]=2[CH2:21][CH2:20][C:19]2[CH:28]=[CH:29][CH:30]=[CH:31][C:18]1=2)[C:6]1[CH:11]=[CH:10][CH:9]=[C:8]([NH:12][S:13]([CH3:16])(=[O:15])=[O:14])[CH:7]=1)C.[H-].[Al+3].[Li+].[H-].[H-].[H-], predict the reaction product. The product is: [CH:28]1[C:19]2[CH2:20][CH2:21][C:22]3[CH:27]=[CH:26][CH:25]=[CH:24][C:23]=3[C:17](=[C:5]([C:6]3[CH:7]=[C:8]([NH:12][S:13]([CH3:16])(=[O:15])=[O:14])[CH:9]=[CH:10][CH:11]=3)[CH2:4][OH:3])[C:18]=2[CH:31]=[CH:30][CH:29]=1.